From a dataset of TCR-epitope binding with 47,182 pairs between 192 epitopes and 23,139 TCRs. Binary Classification. Given a T-cell receptor sequence (or CDR3 region) and an epitope sequence, predict whether binding occurs between them. (1) The epitope is NEGVKAAW. The TCR CDR3 sequence is CASRAGREAFF. Result: 0 (the TCR does not bind to the epitope). (2) The epitope is PROT_97E67BCC. The TCR CDR3 sequence is CASSVLASGTDKQYF. Result: 1 (the TCR binds to the epitope). (3) The epitope is NLWNTFTRL. The TCR CDR3 sequence is CASSLVPSGTKNIQYF. Result: 0 (the TCR does not bind to the epitope).